Predict the reaction yield, written as a fraction of the theoretical maximum amount of product (1.0 means a 100% yield; for example, 0.34 means a 34% yield). From a dataset of Reaction yield outcomes from USPTO patents with 853,638 reactions. (1) The reactants are C(=O)([O-])[O-].[K+].[K+].[Br:7][C:8]1[CH:13]=[CH:12][CH:11]=[CH:10][C:9]=1B(O)O.Br[C:18]1[C:27]2[C:22](=[CH:23][CH:24]=[CH:25][CH:26]=2)[CH:21]=[CH:20][CH:19]=1.N#N.C1(P(C2C=CC=CC=2)C2C=CC=CC=2)C=CC=CC=1. The catalyst is C([O-])(=O)C.[Pd+2].C([O-])(=O)C.C(O)C.COCCOC.O. The product is [Br:7][C:8]1[CH:13]=[CH:12][CH:11]=[CH:10][C:9]=1[C:26]1[C:27]2[C:22](=[CH:21][CH:20]=[CH:19][CH:18]=2)[CH:23]=[CH:24][CH:25]=1. The yield is 0.510. (2) The reactants are [CH3:1][O:2][C:3]([C:5]1[CH:6]=[CH:7][C:8]([CH3:12])=[N+:9]([O-])[CH:10]=1)=[O:4].C(OC(C(F)(F)F)=O)(C(F)(F)F)=[O:14]. The catalyst is C(Cl)Cl. The product is [OH:14][CH2:12][C:8]1[CH:7]=[CH:6][C:5]([C:3]([O:2][CH3:1])=[O:4])=[CH:10][N:9]=1. The yield is 0.580. (3) The reactants are P12(SP3(SP(SP(S3)(S1)=S)(=S)S2)=S)=[S:2].C([O-])([O-])=O.[Na+].[Na+].[Cl:21][C:22]1[CH:27]=[CH:26][C:25]([C:28]2[C:34]3[CH:35]=[C:36]([O:39][CH3:40])[CH:37]=[CH:38][C:33]=3[NH:32][C:31](=O)[C@H:30]([CH2:42][C:43]([O:45][CH3:46])=[O:44])[N:29]=2)=[CH:24][CH:23]=1. The catalyst is ClCCCl. The product is [Cl:21][C:22]1[CH:27]=[CH:26][C:25]([C:28]2[C:34]3[CH:35]=[C:36]([O:39][CH3:40])[CH:37]=[CH:38][C:33]=3[NH:32][C:31](=[S:2])[C@H:30]([CH2:42][C:43]([O:45][CH3:46])=[O:44])[N:29]=2)=[CH:24][CH:23]=1. The yield is 0.980. (4) The reactants are [F:1][C:2]([F:7])([F:6])[C:3]([OH:5])=[O:4].[C:8]1([C:14]2[CH:19]=[C:18]([CH:20]3[CH2:25][CH2:24][N:23]([C:26](=[O:32])[CH2:27][NH:28]CCO)[CH2:22][CH2:21]3)[CH:17]=[CH:16][C:15]=2[NH:33][C:34]([C:36]2[NH:37][CH:38]=[C:39]([C:41]#[N:42])[N:40]=2)=[O:35])[CH2:13][CH2:12][CH2:11][CH2:10][CH:9]=1.[BH-](OC(C)=O)(OC(C)=O)[O:44][C:45]([CH3:47])=O.[Na+].C=O. The catalyst is CO. The product is [C:3]([OH:5])([C:2]([F:7])([F:6])[F:1])=[O:4].[F:1][C:2]([F:7])([F:6])[C:3]([OH:5])=[O:4].[C:8]1([C:14]2[CH:19]=[C:18]([CH:20]3[CH2:21][CH2:22][N:23]([C:26](=[O:32])[C:27]([CH3:2])([NH2:28])[CH2:47][CH2:45][OH:44])[CH2:24][CH2:25]3)[CH:17]=[CH:16][C:15]=2[NH:33][C:34]([C:36]2[NH:37][CH:38]=[C:39]([C:41]#[N:42])[N:40]=2)=[O:35])[CH2:13][CH2:12][CH2:11][CH2:10][CH:9]=1. The yield is 0.00100. (5) The reactants are C1(P(C2C=CC=CC=2)C2C=CC=CC=2)C=CC=CC=1.BrN1C(=O)CCC1=O.[Cl:28][C:29]1[CH:30]=[C:31]([CH:39]([CH2:43][CH:44]2[CH2:48][CH2:47][CH2:46][CH2:45]2)[C:40]([OH:42])=O)[CH:32]=[CH:33][C:34]=1[S:35]([CH3:38])(=[O:37])=[O:36].[NH2:49][C:50]1[S:51][C:52]2[CH:58]=[CH:57][CH:56]=[CH:55][C:53]=2[N:54]=1.N1C=CC=CC=1. The catalyst is C(Cl)Cl.O. The product is [S:51]1[C:52]2[CH:58]=[CH:57][CH:56]=[CH:55][C:53]=2[N:54]=[C:50]1[NH:49][C:40](=[O:42])[CH:39]([C:31]1[CH:32]=[CH:33][C:34]([S:35]([CH3:38])(=[O:36])=[O:37])=[C:29]([Cl:28])[CH:30]=1)[CH2:43][CH:44]1[CH2:48][CH2:47][CH2:46][CH2:45]1. The yield is 0.770.